From a dataset of Forward reaction prediction with 1.9M reactions from USPTO patents (1976-2016). Predict the product of the given reaction. (1) Given the reactants [F:1][C:2]1[CH:7]=[CH:6][C:5]([N:8]2[C:16]3[CH:15]=[C:14]4[CH2:17][CH2:18][C@H:19]5[C:24]([C@@:13]4([CH3:30])[CH2:12][C:11]=3[CH:10]=[N:9]2)=[CH:23][CH2:22][C@@H:21]([C:25]([F:28])([F:27])[F:26])[C@@H:20]5[NH2:29])=[CH:4][CH:3]=1.[CH:31](=O)[C:32]1[CH:37]=[CH:36][CH:35]=[CH:34][CH:33]=1.C(O)(=O)C.C(O[BH-](OC(=O)C)OC(=O)C)(=O)C.[Na+], predict the reaction product. The product is: [CH2:31]([NH:29][C@H:20]1[C@H:21]([C:25]([F:27])([F:26])[F:28])[CH2:22][CH:23]=[C:24]2[C@@H:19]1[CH2:18][CH2:17][C:14]1[C@:13]2([CH3:30])[CH2:12][C:11]2[CH:10]=[N:9][N:8]([C:5]3[CH:4]=[CH:3][C:2]([F:1])=[CH:7][CH:6]=3)[C:16]=2[CH:15]=1)[C:32]1[CH:37]=[CH:36][CH:35]=[CH:34][CH:33]=1. (2) Given the reactants [CH2:1]([C:3]1[S:4][CH:5]=[C:6](/[CH:8]=[CH:9]/[C:10]2[C:11]([O:21][CH2:22][C:23]3[CH:44]=[CH:43][C:26]([O:27][CH2:28][C:29]4[N:30]=[C:31]([C:35]5[CH:36]=[C:37]([CH:40]=[CH:41][CH:42]=5)[C:38]#[N:39])[O:32][C:33]=4[CH3:34])=[C:25]([O:45][CH3:46])[CH:24]=3)=[N:12][N:13]([C:15]3[CH:20]=[CH:19][CH:18]=[CH:17][CH:16]=3)[CH:14]=2)[N:7]=1)[CH3:2].[N-:47]=[N+:48]=[N-:49].[Na+].[Cl-].[NH4+].CN(C)C=O, predict the reaction product. The product is: [CH2:1]([C:3]1[S:4][CH:5]=[C:6](/[CH:8]=[CH:9]/[C:10]2[C:11]([O:21][CH2:22][C:23]3[CH:44]=[CH:43][C:26]([O:27][CH2:28][C:29]4[N:30]=[C:31]([C:35]5[CH:36]=[C:37]([C:38]6[NH:49][N:48]=[N:47][N:39]=6)[CH:40]=[CH:41][CH:42]=5)[O:32][C:33]=4[CH3:34])=[C:25]([O:45][CH3:46])[CH:24]=3)=[N:12][N:13]([C:15]3[CH:16]=[CH:17][CH:18]=[CH:19][CH:20]=3)[CH:14]=2)[N:7]=1)[CH3:2]. (3) Given the reactants FC(F)(F)C(O[I:6]([C:14]1[CH:19]=[CH:18][CH:17]=[CH:16][CH:15]=1)OC(=O)C(F)(F)F)=O.II.C1([C:30]23[CH2:37][CH2:36][C:33]([C:38]([O:40][CH2:41][CH3:42])=[O:39])([CH2:34][CH2:35]2)[CH2:32][CH2:31]3)C=CC=CC=1.S([O-])([O-])(=O)=S.[Na+].[Na+], predict the reaction product. The product is: [I:6][C:14]1[CH:15]=[CH:16][C:17]([C:30]23[CH2:37][CH2:36][C:33]([C:38]([O:40][CH2:41][CH3:42])=[O:39])([CH2:32][CH2:31]2)[CH2:34][CH2:35]3)=[CH:18][CH:19]=1. (4) Given the reactants Cl.[CH3:2][O:3][C:4](=[O:17])[C@@H:5]([CH2:7][C:8]1[C:16]2[C:11](=[CH:12][CH:13]=[CH:14][CH:15]=2)[NH:10][CH:9]=1)[NH2:6].[CH:18]1[C:23]([CH:24]=O)=[CH:22][C:21]2[O:26][CH2:27][O:28][C:20]=2[CH:19]=1, predict the reaction product. The product is: [CH3:2][O:3][C:4]([C@H:5]1[NH:6][C@@H:24]([C:23]2[CH:18]=[CH:19][C:20]3[O:28][CH2:27][O:26][C:21]=3[CH:22]=2)[C:9]2[NH:10][C:11]3[C:16]([C:8]=2[CH2:7]1)=[CH:15][CH:14]=[CH:13][CH:12]=3)=[O:17]. (5) The product is: [CH3:26][C:22]1[CH:23]=[CH:24][CH:25]=[C:20]([CH3:19])[C:21]=1[C:27]1[CH:28]=[CH:29][C:30]([C:6]([N:8]2[CH2:12][C:11](=[N:13][O:14][CH3:15])[CH2:10][C@H:9]2[C:16]([NH:36][CH2:37][CH:38]([OH:39])[C:40]2[CH:45]=[CH:44][C:43]([OH:46])=[CH:42][CH:41]=2)=[O:18])=[O:7])=[CH:31][CH:32]=1. Given the reactants C(O[C:6]([N:8]1[CH2:12][C:11](=[N:13][O:14][CH3:15])[CH2:10][C@H:9]1[C:16]([OH:18])=O)=[O:7])(C)(C)C.[CH3:19][C:20]1[CH:25]=[CH:24][CH:23]=[C:22]([CH3:26])[C:21]=1[C:27]1[CH:32]=[CH:31][C:30](C(O)=O)=[CH:29][CH:28]=1.[NH2:36][CH2:37][CH:38]([C:40]1[CH:45]=[CH:44][C:43]([OH:46])=[CH:42][CH:41]=1)[OH:39], predict the reaction product.